From a dataset of Catalyst prediction with 721,799 reactions and 888 catalyst types from USPTO. Predict which catalyst facilitates the given reaction. Reactant: [CH3:1][N:2]1[CH:6]=[CH:5][CH:4]=[C:3]1[C:7]([OH:9])=O.[F:10][C:11]1[CH:17]=[CH:16][C:14]([NH2:15])=[CH:13][C:12]=1[CH3:18].C(N(CC)C(C)C)(C)C.F[P-](F)(F)(F)(F)F.N1(OC(N(C)C)=[N+](C)C)C2N=CC=CC=2N=N1. Product: [F:10][C:11]1[CH:17]=[CH:16][C:14]([NH:15][C:7]([C:3]2[N:2]([CH3:1])[CH:6]=[CH:5][CH:4]=2)=[O:9])=[CH:13][C:12]=1[CH3:18]. The catalyst class is: 3.